Dataset: Forward reaction prediction with 1.9M reactions from USPTO patents (1976-2016). Task: Predict the product of the given reaction. (1) Given the reactants [F:1][C:2]1[CH:11]=[CH:10][CH:9]=[C:8]2[C:3]=1[NH:4][CH2:5][C:6](=[O:12])[NH:7]2.[H-].[Na+].I[CH3:16], predict the reaction product. The product is: [F:1][C:2]1[CH:11]=[CH:10][CH:9]=[C:8]2[C:3]=1[NH:4][CH2:5][C:6](=[O:12])[N:7]2[CH3:16]. (2) The product is: [CH2:1]([N:3]1[C:7]([C:8]2[CH:9]=[N:10][CH:11]=[CH:12][CH:13]=2)=[N:6][N:5]=[C:4]1[S:14][CH2:22][C:23]([NH:25][C:26]1[CH:31]=[CH:30][C:29]([CH2:32][CH3:33])=[CH:28][CH:27]=1)=[O:24])[CH3:2]. Given the reactants [CH2:1]([N:3]1[C:7]([C:8]2[CH:9]=[N:10][CH:11]=[CH:12][CH:13]=2)=[N:6][N:5]=[C:4]1[SH:14])[CH3:2].C(=O)([O-])[O-].[Cs+].[Cs+].Cl[CH2:22][C:23]([NH:25][C:26]1[CH:31]=[CH:30][C:29]([CH2:32][CH3:33])=[CH:28][CH:27]=1)=[O:24], predict the reaction product. (3) Given the reactants [I:1][C:2]1[CH:25]=[C:24]([I:26])[CH:23]=[C:22]([I:27])[C:3]=1[O:4][CH2:5][CH2:6][CH2:7][CH2:8][CH2:9][CH2:10][CH2:11][CH2:12][CH2:13][CH2:14][CH2:15][CH2:16][CH2:17][CH2:18][C:19](O)=O.C(OCC)(=O)[CH2:29][C:30]([O:32]CC)=[O:31], predict the reaction product. The product is: [I:1][C:2]1[CH:25]=[C:24]([I:26])[CH:23]=[C:22]([I:27])[C:3]=1[O:4][CH2:5][CH2:6][CH2:7][CH2:8][CH2:9][CH2:10][CH2:11][CH2:12][CH2:13][CH2:14][CH2:15][CH2:16][CH2:17][CH2:18][CH2:19][CH2:29][C:30]([OH:32])=[O:31].